Dataset: Reaction yield outcomes from USPTO patents with 853,638 reactions. Task: Predict the reaction yield, written as a fraction of the theoretical maximum amount of product (1.0 means a 100% yield; for example, 0.34 means a 34% yield). (1) The reactants are [CH:1]1[CH:10]=[N:9][C:8]2[C:3](=[C:4]([N+:12]([O-:14])=[O:13])[CH:5]=[CH:6][C:7]=2[OH:11])[CH:2]=1.[OH:15][CH2:16][CH2:17][N:18]1[CH2:22][CH2:21][CH2:20][CH2:19]1. The catalyst is C1COCC1. The product is [CH:1]1[CH:10]=[N:9][C:8]2[C:3](=[C:4]([N+:12]([O-:14])=[O:13])[CH:5]=[CH:6][C:7]=2[OH:11])[CH:2]=1.[OH:15][CH2:16][CH2:17][N:18]1[CH2:22][CH2:21][CH2:20][CH2:19]1. The yield is 0.500. (2) The yield is 0.838. The reactants are FC(F)(F)C(O)=O.C([O:15][C:16]1[C:21]([CH2:22][N:23]2[CH2:32][CH2:31][C:30]3[C:25](=[C:26]([Cl:39])[C:27]([CH:34]([O:37][CH3:38])[CH2:35][CH3:36])=[CH:28][C:29]=3[Cl:33])[C:24]2=[O:40])=[C:20]([CH3:41])[CH:19]=[C:18]([CH3:42])[N:17]=1)C1C=CC=CC=1. The product is [Cl:33][C:29]1[CH:28]=[C:27]([CH:34]([O:37][CH3:38])[CH2:35][CH3:36])[C:26]([Cl:39])=[C:25]2[C:30]=1[CH2:31][CH2:32][N:23]([CH2:22][C:21]1[C:16](=[O:15])[NH:17][C:18]([CH3:42])=[CH:19][C:20]=1[CH3:41])[C:24]2=[O:40]. The catalyst is ClCCl. (3) The reactants are [C:1]1([N:7]2[C:11]3[CH:12]=[CH:13][CH:14]=[CH:15][C:10]=3[N:9]=[C:8]2[C@@H:16]([NH2:18])[CH3:17])[CH:6]=[CH:5][CH:4]=[CH:3][CH:2]=1.Cl[C:20]1[CH:25]=[CH:24][N:23]=[C:22]([NH2:26])[N:21]=1. The catalyst is C(O)C. The product is [C:1]1([N:7]2[C:11]3[CH:12]=[CH:13][CH:14]=[CH:15][C:10]=3[N:9]=[C:8]2[C@@H:16]([NH:18][C:20]2[CH:25]=[CH:24][N:23]=[C:22]([NH2:26])[N:21]=2)[CH3:17])[CH:2]=[CH:3][CH:4]=[CH:5][CH:6]=1. The yield is 0.440. (4) The reactants are Br[C:2]1[CH:7]=[CH:6][CH:5]=[C:4]([CH2:8][CH3:9])[CH:3]=1.[Mg].[C:11](=[O:13])=[O:12].Cl. The catalyst is O1CCCC1. The product is [CH2:8]([C:4]1[CH:3]=[C:2]([CH:7]=[CH:6][CH:5]=1)[C:11]([OH:13])=[O:12])[CH3:9]. The yield is 0.930. (5) The reactants are [C:1]12([C:9]3[C:18]4[NH:17][CH2:16][CH2:15][CH2:14][C:13]=4[NH:12][C:11](=O)[CH:10]=3)[CH2:8][CH2:7][C:4]([CH:5]=[CH:6]1)=[CH:3][CH2:2]2.CN(C=O)C.S(Cl)([Cl:27])=O. No catalyst specified. The product is [Cl:27][C:11]1[N:12]=[C:13]2[C:18](=[C:9]([C:1]34[CH2:8][CH2:7][C:4]([CH:5]=[CH:6]3)=[CH:3][CH2:2]4)[CH:10]=1)[NH:17][CH2:16][CH2:15][CH2:14]2. The yield is 0.660. (6) The reactants are [CH3:1][O:2][C:3]([C:5]1[N:6]=[C:7]([CH2:10][NH:11]C(OC(C)(C)C)=O)[S:8][CH:9]=1)=[O:4].Cl. The catalyst is CO.O1CCOCC1. The product is [CH3:1][O:2][C:3]([C:5]1[N:6]=[C:7]([CH2:10][NH2:11])[S:8][CH:9]=1)=[O:4]. The yield is 0.730. (7) The reactants are [CH3:1][C:2]1[C:7]([OH:8])=[CH:6][CH:5]=[CH:4][N:3]=1.[H-].[Na+].Br[C:12]1[CH:13]=[C:14]([N+]([O-])=O)[C:15]([C:18]#[N:19])=[N:16][CH:17]=1.[N:23]1[CH:28]=[CH:27][CH:26]=[CH:25][C:24]=1[SH:29]. The catalyst is CN(C=O)C. The product is [CH3:1][C:2]1[C:7]([O:8][C:14]2[C:15]([C:18]#[N:19])=[N:16][CH:17]=[C:12]([S:29][C:24]3[CH:25]=[CH:26][CH:27]=[CH:28][N:23]=3)[CH:13]=2)=[CH:6][CH:5]=[CH:4][N:3]=1. The yield is 0.850. (8) The reactants are [CH2:1]([N:8]1[C:16]2[C:11](=[CH:12][CH:13]=[CH:14][CH:15]=2)[C:10]([C:17]([N:19]2[CH2:24][CH2:23][CH:22]([N:25]3[C:29]4[CH:30]=[CH:31][CH:32]=[CH:33][C:28]=4[NH:27][C:26]3=O)[CH2:21][CH2:20]2)=[O:18])=[C:9]1[CH3:35])[C:2]1[CH:7]=[CH:6][CH:5]=[CH:4][CH:3]=1.P(Cl)(Cl)([Cl:38])=O.[OH-].[Na+]. No catalyst specified. The product is [CH2:1]([N:8]1[C:16]2[C:11](=[CH:12][CH:13]=[CH:14][CH:15]=2)[C:10]([C:17]([N:19]2[CH2:24][CH2:23][CH:22]([N:25]3[C:29]4[CH:30]=[CH:31][CH:32]=[CH:33][C:28]=4[N:27]=[C:26]3[Cl:38])[CH2:21][CH2:20]2)=[O:18])=[C:9]1[CH3:35])[C:2]1[CH:7]=[CH:6][CH:5]=[CH:4][CH:3]=1. The yield is 0.680. (9) The reactants are C(OC(=O)CCC)C.CC(C)=O.[CH3:13][C:14](=O)[CH2:15][C:16](=O)[CH2:17][CH2:18][CH3:19].[C:22]([CH2:24][C:25]([NH2:27])=[O:26])#[N:23].N1CCCCC1. The catalyst is CCOCC.CCO. The product is [CH3:13][C:14]1[CH:15]=[C:16]([CH2:17][CH2:18][CH3:19])[NH:27][C:25](=[O:26])[C:24]=1[C:22]#[N:23]. The yield is 0.400. (10) The reactants are [C:1]1([C:7]2[N:8]([CH2:12][CH2:13][N:14]3C(=O)C4C(=CC=CC=4)C3=O)[CH:9]=[CH:10][N:11]=2)[CH:6]=[CH:5][CH:4]=[CH:3][CH:2]=1.O.NN. The catalyst is C(O)C. The product is [C:1]1([C:7]2[N:8]([CH2:12][CH2:13][NH2:14])[CH:9]=[CH:10][N:11]=2)[CH:2]=[CH:3][CH:4]=[CH:5][CH:6]=1. The yield is 0.980.